Dataset: Forward reaction prediction with 1.9M reactions from USPTO patents (1976-2016). Task: Predict the product of the given reaction. (1) The product is: [O:21]([CH2:20][C:19]([NH:18][CH2:17][C:14]1[CH:15]=[CH:16][C:11]([O:10][C:8]2[CH:7]=[CH:6][C:5]([NH:29][S:30]([C:33]3[CH:34]=[CH:35][C:36]([CH3:39])=[CH:37][CH:38]=3)(=[O:32])=[O:31])=[C:4]([CH:9]=2)[C:3]([OH:40])=[O:2])=[CH:12][CH:13]=1)=[O:28])[C:22]1[CH:27]=[CH:26][CH:25]=[CH:24][CH:23]=1. Given the reactants C[O:2][C:3](=[O:40])[C:4]1[CH:9]=[C:8]([O:10][C:11]2[CH:16]=[CH:15][C:14]([CH2:17][NH:18][C:19](=[O:28])[CH2:20][O:21][C:22]3[CH:27]=[CH:26][CH:25]=[CH:24][CH:23]=3)=[CH:13][CH:12]=2)[CH:7]=[CH:6][C:5]=1[NH:29][S:30]([C:33]1[CH:38]=[CH:37][C:36]([CH3:39])=[CH:35][CH:34]=1)(=[O:32])=[O:31].[Li+].[OH-], predict the reaction product. (2) Given the reactants [CH3:1][O:2][C:3]1[CH:8]=[C:7](F)[CH:6]=[CH:5][C:4]=1[N+:10]([O-:12])=[O:11].Cl.Cl.[CH2:15]1[C@@H:20]2[CH2:21][NH:22][CH2:23][CH2:24][N:19]2[CH2:18][CH2:17][O:16]1.C([O-])([O-])=O.[K+].[K+], predict the reaction product. The product is: [CH3:1][O:2][C:3]1[CH:8]=[C:7]([N:22]2[CH2:23][CH2:24][N:19]3[C@H:20]([CH2:15][O:16][CH2:17][CH2:18]3)[CH2:21]2)[CH:6]=[CH:5][C:4]=1[N+:10]([O-:12])=[O:11]. (3) Given the reactants [OH:1][C@H:2]([CH3:22])[CH2:3][CH2:4][CH2:5][CH2:6][O:7][C:8]1([CH3:21])[CH2:13][CH2:12][N:11]([C:14]([O:16][C:17]([CH3:20])([CH3:19])[CH3:18])=[O:15])[CH2:10][CH2:9]1.[H-].[Na+].[CH2:25](Br)[C:26]1[CH:31]=[CH:30][CH:29]=[CH:28][CH:27]=1.O, predict the reaction product. The product is: [CH2:25]([O:1][C@H:2]([CH3:22])[CH2:3][CH2:4][CH2:5][CH2:6][O:7][C:8]1([CH3:21])[CH2:13][CH2:12][N:11]([C:14]([O:16][C:17]([CH3:20])([CH3:19])[CH3:18])=[O:15])[CH2:10][CH2:9]1)[C:26]1[CH:31]=[CH:30][CH:29]=[CH:28][CH:27]=1.